From a dataset of Catalyst prediction with 721,799 reactions and 888 catalyst types from USPTO. Predict which catalyst facilitates the given reaction. (1) Reactant: [CH3:1][O:2][C:3](=[O:16])[C:4]1[CH:9]=[C:8]([Cl:10])[CH:7]=[CH:6][C:5]=1[O:11][CH2:12][CH2:13][CH2:14]Br.C([O-])([O-])=O.[K+].[K+].[Cl:23][C:24]1[CH:39]=[CH:38][C:27]([CH2:28][C:29]2([OH:37])[CH2:34][CH2:33][NH:32][CH2:31][C:30]2([CH3:36])[CH3:35])=[CH:26][CH:25]=1. Product: [CH3:1][O:2][C:3](=[O:16])[C:4]1[CH:9]=[C:8]([Cl:10])[CH:7]=[CH:6][C:5]=1[O:11][CH2:12][CH2:13][CH2:14][N:32]1[CH2:33][CH2:34][C:29]([CH2:28][C:27]2[CH:26]=[CH:25][C:24]([Cl:23])=[CH:39][CH:38]=2)([OH:37])[C:30]([CH3:36])([CH3:35])[CH2:31]1. The catalyst class is: 18. (2) Reactant: [Cl:1][C:2]1[CH:7]=[C:6](F)[C:5]([N+:9]([O-:11])=[O:10])=[CH:4][C:3]=1[F:12].C(N(C(C)C)CC)(C)C.[NH2:22][CH:23]1[CH2:28][CH2:27][N:26]([C:29]([O:31][C:32]([CH3:35])([CH3:34])[CH3:33])=[O:30])[CH2:25][CH2:24]1.O. Product: [Cl:1][C:2]1[C:3]([F:12])=[CH:4][C:5]([N+:9]([O-:11])=[O:10])=[C:6]([NH:22][CH:23]2[CH2:24][CH2:25][N:26]([C:29]([O:31][C:32]([CH3:35])([CH3:34])[CH3:33])=[O:30])[CH2:27][CH2:28]2)[CH:7]=1. The catalyst class is: 9. (3) Reactant: [Cl:1][C:2]1[CH:7]=[CH:6][C:5]([CH:8]([C:10]2[NH:18][C:13]3=[CH:14][N:15]=[CH:16][CH:17]=[C:12]3[CH:11]=2)[OH:9])=[CH:4][CH:3]=1. Product: [Cl:1][C:2]1[CH:3]=[CH:4][C:5]([C:8]([C:10]2[NH:18][C:13]3=[CH:14][N:15]=[CH:16][CH:17]=[C:12]3[CH:11]=2)=[O:9])=[CH:6][CH:7]=1. The catalyst class is: 7. (4) Reactant: Br[CH:2]([OH:4])[CH3:3].Cl[S:6]([N:9]=[C:10]=[O:11])(=[O:8])=[O:7].[CH:12]1([CH2:15][NH2:16])[CH2:14][CH2:13]1.C(N(CC)CC)C. Product: [CH:12]1([CH2:15][NH:16][S:6]([N:9]2[CH2:3][CH2:2][O:4][C:10]2=[O:11])(=[O:8])=[O:7])[CH2:14][CH2:13]1. The catalyst class is: 2. (5) Reactant: [I:1][C:2]1[CH:3]=[C:4]2[C:9](=[CH:10][CH:11]=1)[NH:8][CH:7]=[C:6]([C:12]([O:14][CH2:15][CH3:16])=[O:13])[C:5]2=[O:17].C(=O)([O-])[O-].[K+].[K+].I[CH2:25][CH3:26].O. Product: [CH2:25]([N:8]1[C:9]2[C:4](=[CH:3][C:2]([I:1])=[CH:11][CH:10]=2)[C:5](=[O:17])[C:6]([C:12]([O:14][CH2:15][CH3:16])=[O:13])=[CH:7]1)[CH3:26]. The catalyst class is: 3. (6) Product: [CH:6]1([CH2:11][CH2:12][CH2:13][C:14]2[CH:19]=[CH:18][C:17]([N:20]([CH2:40][C:41]3[CH:46]=[CH:45][C:44]([O:47][CH3:48])=[CH:43][CH:42]=3)[S:21]([C:24]3[CH:25]=[C:26]4[C:31](=[CH:32][CH:33]=3)[CH2:30][NH:29][CH2:28][CH2:27]4)(=[O:22])=[O:23])=[C:16]([F:49])[CH:15]=2)[CH2:10][CH2:9][CH2:8][CH2:7]1. The catalyst class is: 30. Reactant: C(O)C.[OH-].[K+].[CH:6]1([CH2:11][CH2:12][CH2:13][C:14]2[CH:19]=[CH:18][C:17]([N:20]([CH2:40][C:41]3[CH:46]=[CH:45][C:44]([O:47][CH3:48])=[CH:43][CH:42]=3)[S:21]([C:24]3[CH:25]=[C:26]4[C:31](=[CH:32][CH:33]=3)[CH2:30][N:29](C(=O)C(F)(F)F)[CH2:28][CH2:27]4)(=[O:23])=[O:22])=[C:16]([F:49])[CH:15]=2)[CH2:10][CH2:9][CH2:8][CH2:7]1. (7) Product: [CH:1]([CH:4]1[N:9]([C:22]2[N:27]=[C:26]([C:28]([F:31])([F:30])[F:29])[CH:25]=[CH:24][N:23]=2)[CH2:8][CH2:7][N:6]2[C:10]3[CH:16]=[C:15]([S:17]([CH3:20])(=[O:18])=[O:19])[CH:14]=[CH:13][C:11]=3[N:12]=[C:5]12)([CH3:3])[CH3:2]. Reactant: [CH:1]([CH:4]1[NH:9][CH2:8][CH2:7][N:6]2[C:10]3[CH:16]=[C:15]([S:17]([CH3:20])(=[O:19])=[O:18])[CH:14]=[CH:13][C:11]=3[N:12]=[C:5]12)([CH3:3])[CH3:2].Cl[C:22]1[N:27]=[C:26]([C:28]([F:31])([F:30])[F:29])[CH:25]=[CH:24][N:23]=1.CCN(C(C)C)C(C)C.O. The catalyst class is: 16. (8) Reactant: [CH2:1]([O:3][C:4](=[O:18])[CH:5]([CH:8]1[CH:13]=[CH:12][CH:11]=[CH:10][C:9]1(Cl)[N+:14]([O-])=O)[C:6]#[N:7])[CH3:2].CCCCCC.C(Cl)(Cl)[Cl:26]. Product: [CH2:1]([O:3][C:4]([C:5]1[C:8]2[C:9](=[CH:10][CH:11]=[CH:12][C:13]=2[Cl:26])[NH:14][C:6]=1[NH2:7])=[O:18])[CH3:2]. The catalyst class is: 183. (9) Product: [F:1][C:2]1[C:3]([C:28]2[CH:33]=[C:32]([F:34])[CH:31]=[CH:30][C:29]=2[O:35][CH3:36])=[C:4]2[CH:10]=[C:9]([C:11]3[CH2:16][CH2:15][N:14]([CH:17]4[CH2:22][CH2:21][CH:20]([CH2:23][C:24]([OH:26])=[O:25])[CH2:19][CH2:18]4)[CH2:13][CH:12]=3)[NH:8][C:5]2=[N:6][CH:7]=1. Reactant: [F:1][C:2]1[C:3]([C:28]2[CH:33]=[C:32]([F:34])[CH:31]=[CH:30][C:29]=2[O:35][CH3:36])=[C:4]2[CH:10]=[C:9]([C:11]3[CH2:16][CH2:15][N:14]([CH:17]4[CH2:22][CH2:21][CH:20]([CH2:23][C:24]([O:26]C)=[O:25])[CH2:19][CH2:18]4)[CH2:13][CH:12]=3)[NH:8][C:5]2=[N:6][CH:7]=1.[OH-].[Li+].O. The catalyst class is: 83.